Dataset: Full USPTO retrosynthesis dataset with 1.9M reactions from patents (1976-2016). Task: Predict the reactants needed to synthesize the given product. (1) Given the product [CH2:7]([N:14]1[CH2:19][CH2:18][CH:17]([NH2:20])[C:16]([F:23])([F:22])[CH2:15]1)[C:8]1[CH:9]=[CH:10][CH:11]=[CH:12][CH:13]=1, predict the reactants needed to synthesize it. The reactants are: [H-].[H-].[H-].[H-].[Li+].[Al+3].[CH2:7]([N:14]1[CH2:19][CH2:18][C:17](=[N:20]O)[C:16]([F:23])([F:22])[CH2:15]1)[C:8]1[CH:13]=[CH:12][CH:11]=[CH:10][CH:9]=1.O.[OH-].[Na+]. (2) Given the product [C:16]1([C:26]2[CH:27]=[CH:28][CH:29]=[CH:30][CH:31]=2)[CH:17]=[CH:18][C:19]([C:22]2[CH2:23][O:9][C:3]3[CH:4]=[C:5]([CH3:8])[CH:6]=[CH:7][C:2]=3[N:1]=2)=[CH:20][CH:21]=1, predict the reactants needed to synthesize it. The reactants are: [NH2:1][C:2]1[CH:7]=[CH:6][C:5]([CH3:8])=[CH:4][C:3]=1[OH:9].C([O-])([O-])=O.[K+].[K+].[C:16]1([C:26]2[CH:31]=[CH:30][CH:29]=[CH:28][CH:27]=2)[CH:21]=[CH:20][C:19]([C:22](=O)[CH2:23]Br)=[CH:18][CH:17]=1. (3) The reactants are: [NH2:1][C@@H:2]([C:9]1[CH:14]=[CH:13][CH:12]=[CH:11][CH:10]=1)[C@H:3]([CH3:8])[C:4](OC)=[O:5].[NH3:15]. Given the product [NH2:1][C@@H:2]([C:9]1[CH:14]=[CH:13][CH:12]=[CH:11][CH:10]=1)[C@H:3]([CH3:8])[C:4]([NH2:15])=[O:5], predict the reactants needed to synthesize it.